From a dataset of Full USPTO retrosynthesis dataset with 1.9M reactions from patents (1976-2016). Predict the reactants needed to synthesize the given product. (1) Given the product [O:1]1[C:5]2[CH:6]=[CH:7][C:8]([C:10]3[CH:11]=[C:12]([C:13](=[O:34])[CH:28]([CH3:30])[CH3:29])[CH:15]=[C:16]([O:18][CH2:19][C:20]4[CH:25]=[CH:24][C:23]([O:26][CH3:27])=[CH:22][CH:21]=4)[CH:17]=3)=[CH:9][C:4]=2[O:3][CH2:2]1, predict the reactants needed to synthesize it. The reactants are: [O:1]1[C:5]2[CH:6]=[CH:7][C:8]([C:10]3[CH:11]=[C:12]([CH:15]=[C:16]([O:18][CH2:19][C:20]4[CH:25]=[CH:24][C:23]([O:26][CH3:27])=[CH:22][CH:21]=4)[CH:17]=3)[C:13]#N)=[CH:9][C:4]=2[O:3][CH2:2]1.[CH:28]([Mg]Cl)([CH3:30])[CH3:29].S(=O)(=O)(O)[OH:34]. (2) Given the product [OH:22][CH2:19][CH2:18][CH:2]([CH3:1])[CH2:3][C@@H:4]1[CH2:8][N:7]([C@H:9]([C:11]2[CH:16]=[CH:15][CH:14]=[CH:13][CH:12]=2)[CH3:10])[C:6](=[O:17])[CH2:5]1, predict the reactants needed to synthesize it. The reactants are: [CH3:1][CH:2]([CH2:18][CH:19]=C)[CH2:3][C@@H:4]1[CH2:8][N:7]([C@H:9]([C:11]2[CH:16]=[CH:15][CH:14]=[CH:13][CH:12]=2)[CH3:10])[C:6](=[O:17])[CH2:5]1.I([O-])(=O)(=O)=[O:22].[Na+]. (3) Given the product [C:24]([O:23][C:21]([N:1]([CH2:6][C:7]([OH:9])=[O:8])[CH2:2][C:3]([OH:5])=[O:4])=[O:20])([CH3:27])([CH3:26])[CH3:25], predict the reactants needed to synthesize it. The reactants are: [NH:1]([CH2:6][C:7]([OH:9])=[O:8])[CH2:2][C:3]([OH:5])=[O:4].C(=O)([O-])O.[Na+].C1COCC1.[O:20](C(OC(C)(C)C)=O)[C:21]([O:23][C:24]([CH3:27])([CH3:26])[CH3:25])=O. (4) Given the product [Cl:9][C:10]1[CH:37]=[C:36]([Cl:38])[CH:35]=[CH:34][C:11]=1[C:12]1([CH2:14][C:15]2[C:23]3[C:18](=[CH:19][CH:20]=[CH:21][CH:22]=3)[N:17]([S:24]([C:27]3[CH:33]=[CH:32][C:30]([CH3:31])=[CH:29][CH:28]=3)(=[O:26])=[O:25])[CH:16]=2)[O:13][CH2:2]1, predict the reactants needed to synthesize it. The reactants are: [I-].[CH3:2][S+](C)(C)=O.[H-].[Na+].[Cl:9][C:10]1[CH:37]=[C:36]([Cl:38])[CH:35]=[CH:34][C:11]=1[C:12]([CH2:14][C:15]1[C:23]2[C:18](=[CH:19][CH:20]=[CH:21][CH:22]=2)[N:17]([S:24]([C:27]2[CH:33]=[CH:32][C:30]([CH3:31])=[CH:29][CH:28]=2)(=[O:26])=[O:25])[CH:16]=1)=[O:13]. (5) The reactants are: [CH3:1][C:2]1[CH:6]=[CH:5][S:4][CH:3]=1.[Li]CCCC.Br[C:13]1[CH:18]=[CH:17][C:16]([C:19]([F:22])([F:21])[F:20])=[CH:15][CH:14]=1. Given the product [CH3:1][C:2]1[CH:6]=[C:5]([C:13]2[CH:18]=[CH:17][C:16]([C:19]([F:22])([F:21])[F:20])=[CH:15][CH:14]=2)[S:4][CH:3]=1, predict the reactants needed to synthesize it. (6) Given the product [Br:1][C:2]1[CH:7]=[CH:6][N:5]2[C:8]([S:14]([N:22]3[CH2:23][C:20]([F:24])([F:19])[CH2:21]3)(=[O:16])=[O:15])=[C:9]([CH:11]([CH3:13])[CH3:12])[N:10]=[C:4]2[CH:3]=1, predict the reactants needed to synthesize it. The reactants are: [Br:1][C:2]1[CH:7]=[CH:6][N:5]2[C:8]([S:14](Cl)(=[O:16])=[O:15])=[C:9]([CH:11]([CH3:13])[CH3:12])[N:10]=[C:4]2[CH:3]=1.Cl.[F:19][C:20]1([F:24])[CH2:23][NH:22][CH2:21]1.C(N(CC)CC)C.C(=O)([O-])O.[Na+]. (7) Given the product [F:1][C:2]1[C:3]([OH:29])=[C:4]([C:8]2[N:13]([CH2:14][CH2:15][C:16]3[CH:21]=[CH:20][CH:19]=[CH:18][C:17]=3[F:22])[C:12](=[O:23])[C:11]([CH2:24][CH:25]([CH3:26])[CH3:27])=[C:10]([CH3:28])[N:9]=2)[CH:5]=[CH:6][CH:7]=1, predict the reactants needed to synthesize it. The reactants are: [F:1][C:2]1[C:3]([O:29]C)=[C:4]([C:8]2[N:13]([CH2:14][CH2:15][C:16]3[CH:21]=[CH:20][CH:19]=[CH:18][C:17]=3[F:22])[C:12](=[O:23])[C:11]([CH2:24][CH:25]([CH3:27])[CH3:26])=[C:10]([CH3:28])[N:9]=2)[CH:5]=[CH:6][CH:7]=1.B(Br)(Br)Br. (8) Given the product [Cl:16][C:17]1[CH:22]=[C:21]([C:2]#[C:1][C:3]2[CH:8]=[CH:7][C:6]([CH:9]3[CH2:11][CH:10]3[C:12]([O:14][CH3:15])=[O:13])=[CH:5][CH:4]=2)[CH:20]=[C:19]([Cl:24])[N:18]=1, predict the reactants needed to synthesize it. The reactants are: [C:1]([C:3]1[CH:8]=[CH:7][C:6]([CH:9]2[CH2:11][CH:10]2[C:12]([O:14][CH3:15])=[O:13])=[CH:5][CH:4]=1)#[CH:2].[Cl:16][C:17]1[CH:22]=[C:21](I)[CH:20]=[C:19]([Cl:24])[N:18]=1. (9) Given the product [C:1]1([P:7](=[O:8])([O-:10])[O-:9])[CH:6]=[CH:5][CH:4]=[CH:3][CH:2]=1.[Na+:12].[Na+:12], predict the reactants needed to synthesize it. The reactants are: [C:1]1([P:7](=[O:10])([OH:9])[OH:8])[CH:6]=[CH:5][CH:4]=[CH:3][CH:2]=1.[OH-].[Na+:12].